Dataset: Catalyst prediction with 721,799 reactions and 888 catalyst types from USPTO. Task: Predict which catalyst facilitates the given reaction. (1) Reactant: [C:1]1([C:7]2[NH:15][C:10]3=[N:11][CH:12]=[CH:13][N:14]=[C:9]3[CH:8]=2)[CH:6]=[CH:5][CH:4]=[CH:3][CH:2]=1.[H-].[Na+].[CH3:18]I. Product: [CH3:18][N:15]1[C:10]2=[N:11][CH:12]=[CH:13][N:14]=[C:9]2[CH:8]=[C:7]1[C:1]1[CH:2]=[CH:3][CH:4]=[CH:5][CH:6]=1. The catalyst class is: 9. (2) Reactant: [O:1]=[S:2]1(=[O:28])[C:7]2[CH:8]=[CH:9][CH:10]=[CH:11][C:6]=2[NH:5][C:4]([C:12]2[C:17](=[O:18])[N:16]([N:19]=[CH:20][CH:21](C)[CH3:22])[C:15]3[CH:24]=[CH:25][S:26][C:14]=3[C:13]=2[OH:27])=[N:3]1.CO.[Li].[BH4-].Cl.O1C[CH2:37][CH2:36][CH2:35]1. Product: [CH:20]1([NH:19][N:16]2[C:17](=[O:18])[C:12]([C:4]3[NH:5][C:6]4[CH:11]=[CH:10][CH:9]=[CH:8][C:7]=4[S:2](=[O:1])(=[O:28])[N:3]=3)=[C:13]([OH:27])[C:14]3[S:26][CH:25]=[CH:24][C:15]2=3)[CH2:21][CH2:22][CH2:37][CH2:36][CH2:35]1. The catalyst class is: 6. (3) Reactant: [Br:1][C:2]1[N:3]=[C:4]2[CH:10]=[CH:9][NH:8][C:5]2=[N:6][CH:7]=1.C1C(=O)N([Cl:18])C(=O)C1. Product: [Br:1][C:2]1[N:3]=[C:4]2[C:10]([Cl:18])=[CH:9][NH:8][C:5]2=[N:6][CH:7]=1. The catalyst class is: 59. (4) Reactant: [CH3:1][O:2][C:3]1[C:4]([CH3:15])=[C:5]2[C:9](=[CH:10][CH:11]=1)[N:8]([C:12]([OH:14])=[O:13])[CH:7]=[CH:6]2.[CH3:16][C:17](OC(OC(O[C:17]([CH3:19])([CH3:18])[CH3:16])=O)=O)([CH3:19])[CH3:18]. Product: [C:17]([O:13][C:12]([N:8]1[C:9]2[C:5](=[C:4]([CH3:15])[C:3]([O:2][CH3:1])=[CH:11][CH:10]=2)[CH:6]=[CH:7]1)=[O:14])([CH3:19])([CH3:18])[CH3:16]. The catalyst class is: 230. (5) Reactant: C(=O)([O-])[O-].[K+].[K+].C(C1C=C(C(C)C)C=C(C(C)C)C=1S(O[CH2:26][C@H:27]([OH:63])[CH2:28][CH2:29][C@@H:30]1[C@H:34]2[CH2:35][C:36]3[C:41]([CH2:42][C@H:33]2[CH2:32][C@H:31]1[O:45][Si:46]([C:59]([CH3:62])([CH3:61])[CH3:60])([C:53]1[CH:58]=[CH:57][CH:56]=[CH:55][CH:54]=1)[C:47]1[CH:52]=[CH:51][CH:50]=[CH:49][CH:48]=1)=[C:40]([O:43][CH3:44])[CH:39]=[CH:38][CH:37]=3)(=O)=O)(C)C. Product: [C:59]([Si:46]([O:45][C@H:31]1[C@H:30]([CH2:29][CH2:28][C@@H:27]2[CH2:26][O:63]2)[C@H:34]2[CH2:35][C:36]3[C:41]([CH2:42][C@H:33]2[CH2:32]1)=[C:40]([O:43][CH3:44])[CH:39]=[CH:38][CH:37]=3)([C:53]1[CH:58]=[CH:57][CH:56]=[CH:55][CH:54]=1)[C:47]1[CH:52]=[CH:51][CH:50]=[CH:49][CH:48]=1)([CH3:60])([CH3:61])[CH3:62]. The catalyst class is: 5.